This data is from Reaction yield outcomes from USPTO patents with 853,638 reactions. The task is: Predict the reaction yield, written as a fraction of the theoretical maximum amount of product (1.0 means a 100% yield; for example, 0.34 means a 34% yield). (1) The reactants are [CH:1](=O)[C:2]1[C:3]([O:8][CH3:9])=[CH:4][CH:5]=[CH:6][CH:7]=1.[CH3:11][NH2:12].C(O)(=O)C.[BH4-].[Na+]. The catalyst is CO. The product is [CH3:9][O:8][C:3]1[CH:4]=[CH:5][CH:6]=[CH:7][C:2]=1[CH2:1][NH:12][CH3:11]. The yield is 0.790. (2) The reactants are Br[C:2]1[N:7]=[N:6][C:5]([NH2:8])=[N:4][C:3]=1[C:9]1[CH:14]=[CH:13][C:12]([F:15])=[CH:11][CH:10]=1.[Cl:16][C:17]1[CH:18]=[C:19](B(O)O)[CH:20]=[C:21]([Cl:23])[CH:22]=1. No catalyst specified. The product is [Cl:16][C:17]1[CH:18]=[C:19]([C:2]2[N:7]=[N:6][C:5]([NH2:8])=[N:4][C:3]=2[C:9]2[CH:14]=[CH:13][C:12]([F:15])=[CH:11][CH:10]=2)[CH:20]=[C:21]([Cl:23])[CH:22]=1. The yield is 0.176. (3) The reactants are ClC1SC(S([N:10]([S:22]([C:25]2[S:26][C:27]([Cl:30])=[CH:28][CH:29]=2)(=[O:24])=[O:23])[C:11]2[C:19]3[C:14](=[CH:15][CH:16]=[CH:17][C:18]=3[O:20][CH3:21])[NH:13][N:12]=2)(=O)=O)=CC=1.C1(P(C2C=CC=CC=2)C2C=CC=CC=2)C=CC=CC=1.[CH3:50][O:51][C:52]1[CH:53]=[C:54]([CH2:60]O)[CH:55]=[CH:56][C:57]=1[O:58][CH3:59].N(C(OC(C)C)=O)=NC(OC(C)C)=O.[OH-].[Na+]. The catalyst is C1COCC1.O.C(Cl)Cl. The product is [CH3:50][O:51][C:52]1[CH:53]=[C:54]([CH2:60][N:13]2[C:14]3[C:19](=[C:18]([O:20][CH3:21])[CH:17]=[CH:16][CH:15]=3)[C:11]([NH:10][S:22]([C:25]3[S:26][C:27]([Cl:30])=[CH:28][CH:29]=3)(=[O:24])=[O:23])=[N:12]2)[CH:55]=[CH:56][C:57]=1[O:58][CH3:59]. The yield is 0.370. (4) The reactants are Br[C:2]1[CH:3]=[CH:4][C:5]2[N:6]([N:8]=[C:9]([NH:11][C:12](=[O:19])[C:13]3[CH:18]=[CH:17][CH:16]=[N:15][CH:14]=3)[N:10]=2)[CH:7]=1.[F:20][C:21]1[CH:22]=[C:23](B(O)O)[CH:24]=[CH:25][CH:26]=1. No catalyst specified. The product is [F:20][C:21]1[CH:26]=[C:25]([C:2]2[CH:3]=[CH:4][C:5]3[N:6]([N:8]=[C:9]([NH:11][C:12](=[O:19])[C:13]4[CH:18]=[CH:17][CH:16]=[N:15][CH:14]=4)[N:10]=3)[CH:7]=2)[CH:24]=[CH:23][CH:22]=1. The yield is 0.530. (5) The reactants are Br[C:2](Br)=[CH:3][CH2:4][CH:5]([N:8]1[CH:12]=[C:11]([C:13]2[C:14]3[CH:21]=[CH:20][N:19]([CH2:22][O:23][CH2:24][CH2:25][Si:26]([CH3:29])([CH3:28])[CH3:27])[C:15]=3[N:16]=[CH:17][N:18]=2)[CH:10]=[N:9]1)[CH2:6][CH3:7].C1COCC1.C([Li])CCC.O.Cl. The catalyst is CCCCCC. The product is [CH2:6]([CH:5]([N:8]1[CH:12]=[C:11]([C:13]2[C:14]3[CH:21]=[CH:20][N:19]([CH2:22][O:23][CH2:24][CH2:25][Si:26]([CH3:28])([CH3:29])[CH3:27])[C:15]=3[N:16]=[CH:17][N:18]=2)[CH:10]=[N:9]1)[CH2:4][C:3]#[CH:2])[CH3:7]. The yield is 0.800. (6) The reactants are [OH:1][C:2]1[NH:6][N:5]=[C:4]([C:7]([O:9][CH2:10][CH3:11])=[O:8])[CH:3]=1.C(=O)([O-])[O-].[K+].[K+].Br[CH:19]1[C:24](=[O:25])[CH2:23][CH2:22][O:21][CH2:20]1. The catalyst is C(#N)C. The product is [CH2:10]([O:9][C:7]([C:4]1[CH:3]=[C:2]([O:1][CH:19]2[C:24](=[O:25])[CH2:23][CH2:22][O:21][CH2:20]2)[NH:6][N:5]=1)=[O:8])[CH3:11]. The yield is 0.780. (7) The reactants are [CH3:1][C:2]([O:4][C@H:5]1[C:14]2[C@@:15]3([CH3:30])[C@@H:26]([CH2:27][O:28][CH3:29])[O:25][C:23](=[O:24])[C:17]4=[CH:18][O:19][C:20]([C:21](=[O:22])[C:13]=2[C@@H:8]2[CH2:9][CH2:10][C:11](=[O:12])[C@@:7]2([CH3:31])[CH2:6]1)=[C:16]34)=[O:3].[CH2:32]([NH:35][CH2:36][CH:37]=[CH2:38])[CH:33]=[CH2:34]. The catalyst is C(Cl)Cl. The product is [CH3:1][C:2]([O:4][C@H:5]1[C:14]2[C@:15]3([CH3:30])[C:16](=[C:20]([OH:19])[C:21](=[O:22])[C:13]=2[C@@H:8]2[CH2:9][CH2:10][C:11](=[O:12])[C@@:7]2([CH3:31])[CH2:6]1)/[C:17](=[CH:18]\[N:35]([CH2:36][CH:37]=[CH2:38])[CH2:32][CH:33]=[CH2:34])/[C:23](=[O:24])[O:25][C@@H:26]3[CH2:27][O:28][CH3:29])=[O:3]. The yield is 0.680.